Dataset: Full USPTO retrosynthesis dataset with 1.9M reactions from patents (1976-2016). Task: Predict the reactants needed to synthesize the given product. (1) The reactants are: [N:1]1[CH:6]=[CH:5][C:4]([NH:7][C:8]([C:10]2[C:15]([NH2:16])=[N:14][CH:13]=[C:12](Br)[N:11]=2)=[O:9])=[CH:3][CH:2]=1.CC1(C)C(C)(C)OB([C:26]2[S:30][C:29]([CH2:31][N:32]3[CH2:36][CH2:35][CH2:34][CH2:33]3)=[CH:28][CH:27]=2)O1. Given the product [N:1]1[CH:6]=[CH:5][C:4]([NH:7][C:8]([C:10]2[C:15]([NH2:16])=[N:14][CH:13]=[C:12]([C:26]3[S:30][C:29]([CH2:31][N:32]4[CH2:36][CH2:35][CH2:34][CH2:33]4)=[CH:28][CH:27]=3)[N:11]=2)=[O:9])=[CH:3][CH:2]=1, predict the reactants needed to synthesize it. (2) Given the product [F:14][C:15]1[CH:16]=[C:17]([CH:18]=[CH:19][C:20]=1[O:21][C:22]1[CH:23]=[N:24][C:25]([C:28]([F:31])([F:29])[F:30])=[CH:26][CH:27]=1)[CH2:32][O:33][C:2]1[CH:3]=[C:4]2[N:11]([CH3:12])[C@@H:10]([CH3:13])[CH2:9][N:5]2[C:6](=[O:8])[N:7]=1, predict the reactants needed to synthesize it. The reactants are: Cl[C:2]1[CH:3]=[C:4]2[N:11]([CH3:12])[C@@H:10]([CH3:13])[CH2:9][N:5]2[C:6](=[O:8])[N:7]=1.[F:14][C:15]1[CH:16]=[C:17]([CH2:32][OH:33])[CH:18]=[CH:19][C:20]=1[O:21][C:22]1[CH:23]=[N:24][C:25]([C:28]([F:31])([F:30])[F:29])=[CH:26][CH:27]=1. (3) Given the product [CH2:23]([O:22][C:13]1[N:12]=[C:11]2[C:16]([N:17]=[C:18]([O:19][CH3:20])[N:10]2[CH2:9][CH2:8][CH2:7][CH2:6][CH2:5][N:1]2[CH2:27][CH2:2][CH2:3][CH2:4]2)=[C:15]([NH2:21])[N:14]=1)[CH2:24][CH2:25][CH3:26], predict the reactants needed to synthesize it. The reactants are: [N:1]1([CH2:5][CH2:6][CH2:7][CH2:8][CH2:9][N:10]2[C:18]([O:19][CH3:20])=[N:17][C:16]3[C:11]2=[N:12][C:13]([O:22][CH2:23][CH2:24][CH2:25][CH3:26])=[N:14][C:15]=3[NH2:21])[CH2:4][CH2:3][CH2:2]1.[CH2:27](OC1N=C2C(N=C(OC)N2CCCCCCl)=C(N)N=1)CCC.N1CCCC1. (4) The reactants are: [Cl:1][C:2]1[CH:3]=[N:4][CH:5]=[CH:6][C:7]=1[CH:8]([C:10]1[CH:15]=[C:14]([F:16])[CH:13]=[CH:12][C:11]=1[F:17])O.C(N(CC)CC)C.CS(Cl)(=O)=O.[Cl:30][C:31]1[N:36]=[CH:35][C:34]([SH:37])=[CH:33][CH:32]=1.C(=O)([O-])[O-].[K+].[K+]. Given the product [Cl:30][C:31]1[CH:32]=[CH:33][C:34]([S:37][CH:8]([C:7]2[CH:6]=[CH:5][N:4]=[CH:3][C:2]=2[Cl:1])[C:10]2[CH:15]=[C:14]([F:16])[CH:13]=[CH:12][C:11]=2[F:17])=[CH:35][N:36]=1, predict the reactants needed to synthesize it. (5) Given the product [CH3:5][O:4][C:2](=[O:3])[O:10][CH2:9][CH:8]=[CH:7][CH2:6][O:11][C:2]([O:4][CH3:5])=[O:3], predict the reactants needed to synthesize it. The reactants are: Cl[C:2]([O:4][CH3:5])=[O:3].[CH2:6]([OH:11])[CH:7]=[CH:8][CH2:9][OH:10].N1C=CC=CC=1. (6) Given the product [Br:27][CH:28]1[C:29](=[O:30])[CH:31]([Br:32])[CH:10]2[N:11]([S:14]([C:17]3[CH:22]=[CH:21][C:20]([C:23]([F:25])([F:26])[F:24])=[CH:19][CH:18]=3)(=[O:16])=[O:15])[CH:12]1[CH:13]=[C:9]2[CH:6]1[CH2:7][CH2:8]1, predict the reactants needed to synthesize it. The reactants are: C([Zn]CC)C.[CH:6]1([C:9]2[CH:13]=[CH:12][N:11]([S:14]([C:17]3[CH:22]=[CH:21][C:20]([C:23]([F:26])([F:25])[F:24])=[CH:19][CH:18]=3)(=[O:16])=[O:15])[CH:10]=2)[CH2:8][CH2:7]1.[Br:27][CH2:28][C:29]([C:31](Br)(Br)[Br:32])=[O:30]. (7) The reactants are: [NH2:1][C:2]1[N:3]([C:14]([O:16][C:17]([CH3:20])([CH3:19])[CH3:18])=[O:15])[CH:4]=[C:5]([CH2:7][CH2:8][CH2:9][CH2:10][CH2:11][C:12]#[CH:13])[N:6]=1.[N:21]([CH2:24][CH2:25][NH:26][C:27](=[O:39])[CH2:28][CH2:29][CH2:30][CH2:31][CH2:32][CH2:33][CH2:34][CH2:35][CH2:36][CH2:37][CH3:38])=[N+:22]=[N-:23]. Given the product [NH2:1][C:2]1[N:3]([C:14]([O:16][C:17]([CH3:20])([CH3:19])[CH3:18])=[O:15])[CH:4]=[C:5]([CH2:7][CH2:8][CH2:9][CH2:10][CH2:11][C:12]2[N:23]=[N:22][N:21]([CH2:24][CH2:25][NH:26][C:27](=[O:39])[CH2:28][CH2:29][CH2:30][CH2:31][CH2:32][CH2:33][CH2:34][CH2:35][CH2:36][CH2:37][CH3:38])[CH:13]=2)[N:6]=1, predict the reactants needed to synthesize it.